Dataset: Reaction yield outcomes from USPTO patents with 853,638 reactions. Task: Predict the reaction yield, written as a fraction of the theoretical maximum amount of product (1.0 means a 100% yield; for example, 0.34 means a 34% yield). (1) The reactants are F[P-](F)(F)(F)(F)F.N1(OC(N(C)C)=[N+](C)C)C2N=CC=CC=2N=N1.[Br:25][C:26]1[CH:31]=[CH:30][C:29]([CH2:32][NH:33][CH3:34])=[CH:28][C:27]=1[Cl:35].[C:36]([O:40][C:41]([NH:43][CH2:44][CH2:45][CH2:46][C:47]([OH:49])=O)=[O:42])([CH3:39])([CH3:38])[CH3:37].CCN(C(C)C)C(C)C. The catalyst is CN(C=O)C.CCOC(C)=O. The product is [Br:25][C:26]1[CH:31]=[CH:30][C:29]([CH2:32][N:33]([CH3:34])[C:47](=[O:49])[CH2:46][CH2:45][CH2:44][NH:43][C:41](=[O:42])[O:40][C:36]([CH3:37])([CH3:38])[CH3:39])=[CH:28][C:27]=1[Cl:35]. The yield is 0.461. (2) The yield is 0.453. The catalyst is C1COCC1. The product is [CH2:11]([O:13][C:4]1[CH:9]=[CH:8][N+:7]([O-:10])=[CH:6][CH:5]=1)[CH3:12]. The reactants are [N+]([C:4]1[CH:9]=[CH:8][N+:7]([O-:10])=[CH:6][CH:5]=1)([O-])=O.[CH2:11]([O-:13])[CH3:12].[Na+]. (3) The reactants are [I:1][C:2]1[CH:9]=[CH:8][C:5](C=O)=[CH:4][CH:3]=1.[CH:10](OC)([O:13][CH3:14])[O:11][CH3:12]. The catalyst is CO.C1(C)C=CC(S(O)(=O)=O)=CC=1. The product is [CH3:12][O:11][CH:10]([O:13][CH3:14])[C:5]1[CH:8]=[CH:9][C:2]([I:1])=[CH:3][CH:4]=1. The yield is 1.00. (4) The reactants are [NH2:1][C:2]1[CH:7]=[CH:6][CH:5]=[CH:4][CH:3]=1.C[Al](C)C.CCCCCC.[Cl:18][C:19]1[C:27]([F:28])=[CH:26][CH:25]=[C:24]2[C:20]=1[CH2:21][CH2:22][N:23]2[C@H:29]1[CH2:33][CH2:32][O:31][C:30]1=[O:34]. The catalyst is C(Cl)Cl. The product is [Cl:18][C:19]1[C:27]([F:28])=[CH:26][CH:25]=[C:24]2[C:20]=1[CH2:21][CH2:22][N:23]2[C@@H:29]([CH2:33][CH2:32][OH:31])[C:30]([NH:1][C:2]1[CH:7]=[CH:6][CH:5]=[CH:4][CH:3]=1)=[O:34]. The yield is 1.00.